From a dataset of Reaction yield outcomes from USPTO patents with 853,638 reactions. Predict the reaction yield, written as a fraction of the theoretical maximum amount of product (1.0 means a 100% yield; for example, 0.34 means a 34% yield). The reactants are [NH2:1][C@@H:2]([CH2:37][C:38]1[CH:43]=[CH:42][CH:41]=[CH:40][CH:39]=1)[CH2:3][C@H:4]([OH:36])[C@@H:5]([N:21]([CH2:29][C:30]1[CH:35]=[CH:34][CH:33]=[CH:32][CH:31]=1)[CH2:22][C:23]1[CH:28]=[CH:27][CH:26]=[CH:25][CH:24]=1)[CH2:6][C:7]1[CH:12]=[CH:11][C:10]([O:13][CH2:14][C:15]2[CH:20]=[CH:19][CH:18]=[CH:17][CH:16]=2)=[CH:9][CH:8]=1.C([O-])([O-])=O.[K+].[K+].[C:50](O[C:50]([O:52][C:53]([CH3:56])([CH3:55])[CH3:54])=[O:51])([O:52][C:53]([CH3:56])([CH3:55])[CH3:54])=[O:51].C(OCC)(=O)C. The catalyst is C(Cl)(Cl)Cl. The product is [CH2:37]([C@H:2]([NH:1][C:50](=[O:51])[O:52][C:53]([CH3:56])([CH3:55])[CH3:54])[CH2:3][C@H:4]([OH:36])[C@@H:5]([N:21]([CH2:29][C:30]1[CH:31]=[CH:32][CH:33]=[CH:34][CH:35]=1)[CH2:22][C:23]1[CH:24]=[CH:25][CH:26]=[CH:27][CH:28]=1)[CH2:6][C:7]1[CH:8]=[CH:9][C:10]([O:13][CH2:14][C:15]2[CH:20]=[CH:19][CH:18]=[CH:17][CH:16]=2)=[CH:11][CH:12]=1)[C:38]1[CH:43]=[CH:42][CH:41]=[CH:40][CH:39]=1. The yield is 0.460.